Dataset: Reaction yield outcomes from USPTO patents with 853,638 reactions. Task: Predict the reaction yield, written as a fraction of the theoretical maximum amount of product (1.0 means a 100% yield; for example, 0.34 means a 34% yield). The reactants are [NH2:1][C:2]1[C:3]([F:19])=[C:4]([C:15]([Cl:18])=[CH:16][CH:17]=1)[C:5]([O:7][CH2:8][C:9]1[CH:14]=[CH:13][CH:12]=[CH:11][CH:10]=1)=[O:6].C(N([CH2:25][CH3:26])CC)C.[CH2:27]([S:30](Cl)(=[O:32])=[O:31])[CH2:28][CH3:29]. The catalyst is ClCCl. The product is [Cl:18][C:15]1[C:4]([C:5]([O:7][CH2:8][C:9]2[CH:14]=[CH:13][CH:12]=[CH:11][CH:10]=2)=[O:6])=[C:3]([F:19])[C:2]([N:1]([S:30]([CH2:27][CH2:25][CH3:26])(=[O:32])=[O:31])[S:30]([CH2:27][CH2:28][CH3:29])(=[O:32])=[O:31])=[CH:17][CH:16]=1. The yield is 0.720.